This data is from Reaction yield outcomes from USPTO patents with 853,638 reactions. The task is: Predict the reaction yield, written as a fraction of the theoretical maximum amount of product (1.0 means a 100% yield; for example, 0.34 means a 34% yield). (1) The reactants are [NH2:1][CH:2]1[CH2:7][CH2:6][N:5]([C:8]([O:10][C:11]([CH3:14])([CH3:13])[CH3:12])=[O:9])[CH2:4][CH2:3]1.C(N(CC)CC)C.ClC(Cl)(Cl)[C:24]([C:26]1[N:30]2[CH:31]=[CH:32][CH:33]=[CH:34][C:29]2=[N:28][CH:27]=1)=[O:25]. The catalyst is C(#N)C. The product is [N:28]1[CH:27]=[C:26]([C:24]([NH:1][CH:2]2[CH2:3][CH2:4][N:5]([C:8]([O:10][C:11]([CH3:14])([CH3:13])[CH3:12])=[O:9])[CH2:6][CH2:7]2)=[O:25])[N:30]2[CH:31]=[CH:32][CH:33]=[CH:34][C:29]=12. The yield is 0.860. (2) The reactants are [Cl:1][C:2]1[N:3]=[C:4]([N:12]2[CH2:17][CH2:16][O:15][CH2:14][CH2:13]2)[C:5]2[S:10][C:9](I)=[CH:8][C:6]=2[N:7]=1.[CH2:18]([O:20][C:21]([C:23]1[CH:24]=[N:25][CH:26]=[C:27](B2OC(C)(C)C(C)(C)O2)[CH:28]=1)=[O:22])[CH3:19]. The catalyst is C([O-])([O-])=O.[Na+].[Na+].C(#N)C.Cl[Pd](Cl)([P](C1C=CC=CC=1)(C1C=CC=CC=1)C1C=CC=CC=1)[P](C1C=CC=CC=1)(C1C=CC=CC=1)C1C=CC=CC=1. The product is [Cl:1][C:2]1[N:3]=[C:4]([N:12]2[CH2:17][CH2:16][O:15][CH2:14][CH2:13]2)[C:5]2[S:10][C:9]([C:27]3[CH:28]=[C:23]([C:21]([O:20][CH2:18][CH3:19])=[O:22])[CH:24]=[N:25][CH:26]=3)=[CH:8][C:6]=2[N:7]=1. The yield is 0.750. (3) The reactants are [CH:1]([C:4]1[CH:9]=[CH:8][CH:7]=[CH:6][C:5]=1[OH:10])([CH3:3])[CH3:2].[I-:11].[Na+].[OH-].[Na+].[O-]Cl.[Na+].[O-]S([O-])(=S)=O.[Na+].[Na+].Cl. The catalyst is CO. The product is [I:11][C:8]1[CH:7]=[CH:6][C:5]([OH:10])=[C:4]([CH:1]([CH3:3])[CH3:2])[CH:9]=1. The yield is 0.750. (4) The reactants are BrC1C=C(OC)C=C(OC)C=1.O1C2C=CC(C=O)=CC=2OC1.C([Li])CCC.[O:28]1[C:33]2[CH:34]=[CH:35][C:36]([CH:38]([C:40]3[CH:45]=[C:44]([O:46][CH3:47])[CH:43]=[C:42]([O:48][CH3:49])[CH:41]=3)[OH:39])=[CH:37][C:32]=2[O:31][CH2:30]C1. No catalyst specified. The product is [O:28]1[C:33]2[CH:34]=[CH:35][C:36]([CH:38]([C:40]3[CH:45]=[C:44]([O:46][CH3:47])[CH:43]=[C:42]([O:48][CH3:49])[CH:41]=3)[OH:39])=[CH:37][C:32]=2[O:31][CH2:30]1. The yield is 0.810. (5) The reactants are [C:1]([O:5][C:6]([N:8]1[CH2:12][C@H:11]([O:13][CH2:14][C:15]2[CH:20]=[CH:19][CH:18]=[CH:17][CH:16]=2)[CH2:10][C@H:9]1[CH2:21][OH:22])=[O:7])([CH3:4])([CH3:3])[CH3:2].[C:36]1(P([C:36]2[CH:41]=[CH:40][CH:39]=[CH:38][CH:37]=2)[C:36]2[CH:41]=[CH:40][CH:39]=[CH:38][CH:37]=2)[CH:41]=[CH:40][CH:39]=[CH:38][CH:37]=1.N(C([O:52][CH:53]([CH3:55])[CH3:54])=O)=NC([O:52][CH:53]([CH3:55])[CH3:54])=O.Cl.C(=O)(O)[O-].[Na+].[CH2:62]1[CH2:66]OC[CH2:63]1. The catalyst is O1CCOCC1. The product is [C:1]([O:5][C:6]([N:8]1[CH2:12][C@H:11]([O:13][CH2:14][C:15]2[CH:16]=[CH:17][CH:18]=[CH:19][CH:20]=2)[CH2:10][C@H:9]1[CH2:21][O:22][C:62]1[CH:66]=[CH:54][C:53]([O:52][C:36]2[CH:37]=[CH:38][CH:39]=[CH:40][CH:41]=2)=[CH:55][CH:63]=1)=[O:7])([CH3:4])([CH3:3])[CH3:2]. The yield is 0.570. (6) The reactants are [CH3:1][C:2]1[N:37]=[C:5]2[N:6]([CH2:33][C:34](=O)[CH3:35])[C:7](=[O:32])[C:8]([CH2:13][C:14]3[CH:19]=[CH:18][C:17]([C:20]4[CH:25]=[CH:24][CH:23]=[CH:22][C:21]=4[C:26]4[NH:30][C:29](=[O:31])[O:28][N:27]=4)=[CH:16][CH:15]=3)=[C:9]([CH2:10][CH2:11][CH3:12])[N:4]2[N:3]=1.Cl.[NH2:39][O:40][CH:41]([CH3:43])[CH3:42].N1C=CC=CC=1.Cl. The catalyst is O.C(OCC)(=O)C. The product is [CH3:1][C:2]1[N:37]=[C:5]2[N:6]([CH2:33]/[C:34](=[N:39]/[O:40][CH:41]([CH3:43])[CH3:42])/[CH3:35])[C:7](=[O:32])[C:8]([CH2:13][C:14]3[CH:15]=[CH:16][C:17]([C:20]4[CH:25]=[CH:24][CH:23]=[CH:22][C:21]=4[C:26]4[NH:30][C:29](=[O:31])[O:28][N:27]=4)=[CH:18][CH:19]=3)=[C:9]([CH2:10][CH2:11][CH3:12])[N:4]2[N:3]=1. The yield is 0.360. (7) The reactants are C(OC([N:8]1[CH2:13][CH2:12][CH:11]([NH:14][CH:15]2[CH:22]3[CH2:23][CH:18]4[CH2:19][CH:20]([CH2:24][CH:16]2[CH2:17]4)[CH2:21]3)[CH2:10][CH2:9]1)=O)(C)(C)C.[ClH:25]. The catalyst is O1CCOCC1. The product is [ClH:25].[ClH:25].[CH:22]12[CH2:21][CH:20]3[CH2:19][CH:18]([CH2:17][CH:16]([CH2:24]3)[CH:15]1[NH:14][CH:11]1[CH2:12][CH2:13][NH:8][CH2:9][CH2:10]1)[CH2:23]2. The yield is 0.938.